From a dataset of Peptide-MHC class I binding affinity with 185,985 pairs from IEDB/IMGT. Regression. Given a peptide amino acid sequence and an MHC pseudo amino acid sequence, predict their binding affinity value. This is MHC class I binding data. (1) The peptide sequence is RRIFDLIEL. The MHC is HLA-A33:01 with pseudo-sequence HLA-A33:01. The binding affinity (normalized) is 0. (2) The peptide sequence is KIMDYGKYK. The MHC is HLA-B08:02 with pseudo-sequence HLA-B08:02. The binding affinity (normalized) is 0.0847. (3) The peptide sequence is FTRYRKEAI. The MHC is HLA-B58:01 with pseudo-sequence HLA-B58:01. The binding affinity (normalized) is 0.0847. (4) The peptide sequence is TVLGLGLSLK. The MHC is H-2-Db with pseudo-sequence H-2-Db. The binding affinity (normalized) is 0. (5) The peptide sequence is SELTVSPPD. The MHC is HLA-A02:01 with pseudo-sequence HLA-A02:01. The binding affinity (normalized) is 0.0847. (6) The peptide sequence is YFHALVYFV. The MHC is HLA-A02:01 with pseudo-sequence HLA-A02:01. The binding affinity (normalized) is 0.548. (7) The peptide sequence is IIPFIAYFVL. The MHC is HLA-A02:06 with pseudo-sequence HLA-A02:06. The binding affinity (normalized) is 0.376. (8) The peptide sequence is LVPFVQWFV. The MHC is HLA-A02:03 with pseudo-sequence HLA-A02:03. The binding affinity (normalized) is 0.607. (9) The peptide sequence is TYLGPQFCK. The MHC is HLA-A68:01 with pseudo-sequence HLA-A68:01. The binding affinity (normalized) is 0.679. (10) The peptide sequence is FSIMIYFTF. The MHC is HLA-B58:01 with pseudo-sequence HLA-B58:01. The binding affinity (normalized) is 0.0847.